This data is from Full USPTO retrosynthesis dataset with 1.9M reactions from patents (1976-2016). The task is: Predict the reactants needed to synthesize the given product. (1) Given the product [CH3:26][N:2]([CH3:1])[C:3]([C@H:5]1[NH:9][CH2:8][C@@H:7]([S:10][C:11]2[C@H:17]([CH3:18])[C@H:16]3[N:13]([C:14](=[O:22])[C@@H:15]3[C@H:19]([OH:21])[CH3:20])[C:12]=2[C:23]([OH:25])=[O:24])[CH2:6]1)=[O:4], predict the reactants needed to synthesize it. The reactants are: [CH3:1][N:2]([CH3:26])[C:3]([C@H:5]1[NH:9][CH2:8][C@@H:7]([S:10][C:11]2[CH:17]([CH3:18])[CH:16]3[N:13]([C:14](=[O:22])[CH:15]3[C@H:19]([OH:21])[CH3:20])[C:12]=2[C:23]([OH:25])=[O:24])[CH2:6]1)=[O:4]. (2) Given the product [Cl:1][C:2]1[CH:3]=[C:4]([C@@H:8]2[C@@H:13]([C:14]3[CH:15]=[CH:16][C:17]([Cl:20])=[CH:18][CH:19]=3)[N:12]([CH2:21][CH:22]3[CH2:23][CH2:24]3)[C:11](=[O:25])[C@@H:10]([CH2:26][C:27]([NH:29][CH2:30][C:31]([OH:33])=[O:32])=[O:28])[CH2:9]2)[CH:5]=[CH:6][CH:7]=1, predict the reactants needed to synthesize it. The reactants are: [Cl:1][C:2]1[CH:3]=[C:4]([C@@H:8]2[C@@H:13]([C:14]3[CH:19]=[CH:18][C:17]([Cl:20])=[CH:16][CH:15]=3)[N:12]([CH2:21][CH:22]3[CH2:24][CH2:23]3)[C:11](=[O:25])[C@@H:10]([CH2:26][C:27]([NH:29][CH2:30][C:31]([O:33]CC)=[O:32])=[O:28])[CH2:9]2)[CH:5]=[CH:6][CH:7]=1.[OH-].[Li+].O.Cl. (3) Given the product [CH3:8][N:7]([CH3:9])[C:5]1[S:6][C:2]([C:24]2[CH:25]=[CH:26][C:27]3[N:28]([C:30]([CH2:33][NH:34][C:35](=[O:41])[O:36][C:37]([CH3:39])([CH3:38])[CH3:40])=[N:31][N:32]=3)[N:29]=2)=[CH:3][N:4]=1, predict the reactants needed to synthesize it. The reactants are: Br[C:2]1[S:6][C:5]([N:7]([CH3:9])[CH3:8])=[N:4][CH:3]=1.[Cl-].[Li+].C([Mg+])(C)C.[Cl-].CC(N(C)C)=O.Cl[C:24]1[CH:25]=[CH:26][C:27]2[N:28]([C:30]([CH2:33][NH:34][C:35](=[O:41])[O:36][C:37]([CH3:40])([CH3:39])[CH3:38])=[N:31][N:32]=2)[N:29]=1. (4) Given the product [Cl:35][C:36]1[S:40][C:39]([S:41](/[N:44]=[C:45]2\[CH:46]=[C:47]([S:7][C:6]3[N:2]([CH3:1])[N:3]=[N:4][N:5]=3)[C:48](=[O:55])[C:49]3[C:54]\2=[CH:53][CH:52]=[CH:51][CH:50]=3)(=[O:43])=[O:42])=[CH:38][CH:37]=1.[CH3:1][N:2]1[C:6]([S:7][C:8]2[C:17](=[O:18])[C:16]3[C:11](=[CH:12][CH:13]=[CH:14][CH:15]=3)/[C:10](=[N:19]/[S:20]([C:23]3[CH:28]=[CH:27][C:26]([C:29]4[CH:34]=[CH:33][CH:32]=[CH:31][CH:30]=4)=[CH:25][CH:24]=3)(=[O:21])=[O:22])/[CH:9]=2)=[N:5][N:4]=[N:3]1, predict the reactants needed to synthesize it. The reactants are: [CH3:1][N:2]1[C:6]([S:7][C:8]2[C:17](=[O:18])[C:16]3[C:11](=[CH:12][CH:13]=[CH:14][CH:15]=3)/[C:10](=[N:19]/[S:20]([C:23]3[CH:28]=[CH:27][C:26]([C:29]4[CH:34]=[CH:33][CH:32]=[CH:31][CH:30]=4)=[CH:25][CH:24]=3)(=[O:22])=[O:21])/[CH:9]=2)=[N:5][N:4]=[N:3]1.[Cl:35][C:36]1[S:40][C:39]([S:41](/[N:44]=[C:45]2\[CH:46]=[C:47](Cl)[C:48](=[O:55])[C:49]3[C:54]\2=[CH:53][CH:52]=[CH:51][CH:50]=3)(=[O:43])=[O:42])=[CH:38][CH:37]=1. (5) Given the product [C:1]([O:5][C:6](=[O:39])[N:7]([C@H:9]([C:11](=[O:38])[NH:12][C@@H:13]([CH:32]1[CH2:37][CH2:36][CH2:35][CH2:34][CH2:33]1)[C:14]([N:16]1[CH2:20][C@@H:19]([NH2:21])[CH2:18][C@H:17]1[C:22](=[O:31])[NH:23][CH:66]1[CH2:71][CH2:70][CH2:69][CH2:68][CH2:67]1)=[O:15])[CH3:10])[CH3:8])([CH3:4])([CH3:2])[CH3:3], predict the reactants needed to synthesize it. The reactants are: [C:1]([O:5][C:6](=[O:39])[N:7]([C@H:9]([C:11](=[O:38])[NH:12][C@@H:13]([CH:32]1[CH2:37][CH2:36][CH2:35][CH2:34][CH2:33]1)[C:14]([N:16]1[CH2:20][C@@H:19]([NH2:21])[CH2:18][C@H:17]1[C:22](=[O:31])[NH:23]CC1C=CC=CC=1)=[O:15])[CH3:10])[CH3:8])([CH3:4])([CH3:3])[CH3:2].C(OC(N(C)[C@@H](C)C(N[C@@H](C1CCCCC1)C(N1C[C@@H](NC(OCC2[C:67]3[CH:68]=[CH:69][CH:70]=[CH:71][C:66]=3[C:71]3[C:66]2=[CH:67][CH:68]=[CH:69][CH:70]=3)=O)C[C@H]1C(O)=O)=O)=O)=O)(C)(C)C.C1(N)CCCCC1. (6) The reactants are: [F:1][C:2]1[CH:3]=[C:4]([S:8]([C:11]2[S:15][C:14]([CH2:16][N:17](C)[C:18](=O)OC(C)(C)C)=[N:13][C:12]=2[C:26]2[C:27]([F:32])=[N:28][CH:29]=[CH:30][CH:31]=2)(=[O:10])=[O:9])[CH:5]=[CH:6][CH:7]=1.C(OCC)(=O)C.[ClH:39]. Given the product [ClH:39].[F:1][C:2]1[CH:3]=[C:4]([S:8]([C:11]2[S:15][C:14]([CH2:16][NH:17][CH3:18])=[N:13][C:12]=2[C:26]2[C:27]([F:32])=[N:28][CH:29]=[CH:30][CH:31]=2)(=[O:9])=[O:10])[CH:5]=[CH:6][CH:7]=1, predict the reactants needed to synthesize it.